Dataset: Forward reaction prediction with 1.9M reactions from USPTO patents (1976-2016). Task: Predict the product of the given reaction. (1) The product is: [C:16]1([C:6]2[CH:5]=[C:4]([NH2:1])[CH:9]=[N:8][C:7]=2[C:10]2[CH:11]=[CH:12][CH:13]=[CH:14][CH:15]=2)[CH:17]=[CH:18][CH:19]=[CH:20][CH:21]=1. Given the reactants [N+:1]([C:4]1[CH:5]=[C:6]([C:16]2[CH:21]=[CH:20][CH:19]=[CH:18][CH:17]=2)[C:7]([C:10]2[CH:15]=[CH:14][CH:13]=[CH:12][CH:11]=2)=[N:8][CH:9]=1)([O-])=O, predict the reaction product. (2) Given the reactants [CH3:1][Si:2]([CH3:16])([CH3:15])[O:3][CH:4]1[CH2:9][C:8]([CH3:11])([CH3:10])[NH+:7]([O-:12])[C:6]([CH3:14])([CH3:13])[CH2:5]1.[CH2:17]1[CH2:21]OC[CH2:18]1, predict the reaction product. The product is: [CH2:18]([O:12][N:7]1[C:6]([CH3:14])([CH3:13])[CH2:5][CH:4]([O:3][Si:2]([CH3:1])([CH3:15])[CH3:16])[CH2:9][C:8]1([CH3:10])[CH3:11])[CH2:17][CH3:21]. (3) Given the reactants Br[C:2]1[CH:7]=[CH:6][CH:5]=[CH:4][N:3]=1.C([Li])CCC.[NH:13]1[C:17]2[CH:18]=[CH:19][CH:20]=[CH:21][C:16]=2[NH:15][C:14]1=[C:22]([C:33]([C:35]1[CH:40]=[CH:39][CH:38]=[C:37]([F:41])[CH:36]=1)=[O:34])[C:23]([C:25]1[CH:26]=[C:27]([CH:30]=[CH:31][CH:32]=1)[CH:28]=[O:29])=[O:24].[Cl-:42].[NH4+], predict the reaction product. The product is: [ClH:42].[NH:13]1[C:17]2[CH:18]=[CH:19][CH:20]=[CH:21][C:16]=2[NH:15][C:14]1=[C:22]([C:23]([C:25]1[CH:32]=[CH:31][CH:30]=[C:27]([CH:28]([OH:29])[C:2]2[CH:7]=[CH:6][CH:5]=[CH:4][N:3]=2)[CH:26]=1)=[O:24])[C:33]([C:35]1[CH:40]=[CH:39][CH:38]=[C:37]([F:41])[CH:36]=1)=[O:34]. (4) Given the reactants [Br:1][C:2]1[N:7]=[CH:6][C:5]2[CH:8]=[C:9]([C:11]3[CH:12]=[N:13][N:14]([CH3:16])[CH:15]=3)[NH:10][C:4]=2[CH:3]=1.Br[C:18]1[CH:23]=[CH:22][CH:21]=[CH:20][N:19]=1.C(=O)([O-])[O-].[K+].[K+], predict the reaction product. The product is: [Br:1][C:2]1[N:7]=[CH:6][C:5]2[CH:8]=[C:9]([C:11]3[CH:12]=[N:13][N:14]([CH3:16])[CH:15]=3)[N:10]([C:18]3[CH:23]=[CH:22][CH:21]=[CH:20][N:19]=3)[C:4]=2[CH:3]=1. (5) Given the reactants [Cl:1][C@@:2]1([F:18])[C@H:6]([OH:7])[C@@H:5]([CH2:8][OH:9])[O:4][C@H:3]1[N:10]1[CH:15]=[CH:14][C:13](=[O:16])[NH:12][C:11]1=[O:17].C(N([CH2:24][CH3:25])CC)C.[CH3:26][C:27]1[CH:35]=[CH:34][C:30]([C:31](Cl)=[O:32])=[CH:29][CH:28]=1.[C:36]([O-:39])(O)=O.[Na+].N1[CH:46]=[CH:45][CH:44]=[CH:43][CH:42]=1, predict the reaction product. The product is: [CH3:26][C:27]1[CH:35]=[CH:34][C:30]([C:31]([O:7][C@H:6]2[C@@:2]([Cl:1])([F:18])[C@H:3]([N:10]3[CH:15]=[CH:14][C:13](=[O:16])[NH:12][C:11]3=[O:17])[O:4][C@@H:5]2[CH2:8][O:9][C:36](=[O:39])[C:44]2[CH:45]=[CH:46][C:24]([CH3:25])=[CH:42][CH:43]=2)=[O:32])=[CH:29][CH:28]=1.